Dataset: Reaction yield outcomes from USPTO patents with 853,638 reactions. Task: Predict the reaction yield, written as a fraction of the theoretical maximum amount of product (1.0 means a 100% yield; for example, 0.34 means a 34% yield). The reactants are C1(P([N:15]=[N+]=[N-])(C2C=CC=CC=2)=O)C=CC=CC=1.[CH2:18]([O:20][C:21](=[O:31])[CH2:22][N:23]1[CH:27]=[C:26](C(O)=O)[N:25]=[N:24]1)[CH3:19].[O:32]1[CH2:37]COCC1.[CH3:38][C:39]([OH:42])([CH3:41])[CH3:40]. No catalyst specified. The product is [C:39]([O:42][C:37]([NH:15][C:26]1[N:25]=[N:24][N:23]([CH2:22][C:21]([O:20][CH2:18][CH3:19])=[O:31])[CH:27]=1)=[O:32])([CH3:41])([CH3:40])[CH3:38]. The yield is 0.540.